Task: Predict which catalyst facilitates the given reaction.. Dataset: Catalyst prediction with 721,799 reactions and 888 catalyst types from USPTO Reactant: [NH2:1][C@@H:2]1[C:16](=[O:17])[N:15]2[CH2:18][C@H:19]([O:21][C:22]3[C:23]4[S:36][CH:35]=[CH:34][C:24]=4[N:25]=[C:26]([C:28]4[CH:33]=[CH:32][CH:31]=[CH:30][N:29]=4)[N:27]=3)[CH2:20][C@H:14]2[C:13](=[O:37])[NH:12][C@:11]2([C:39]([O:41][CH3:42])=[O:40])[CH2:38][C@H:10]2[CH:9]=[CH:8][CH2:7][CH2:6][CH2:5][CH2:4][CH2:3]1.[CH:43]1([CH2:46][C:47](O)=[O:48])[CH2:45][CH2:44]1.C(N(CC)CC)C.CN(C(ON1N=NC2C=CC=NC1=2)=[N+](C)C)C.F[P-](F)(F)(F)(F)F.C(=O)(O)[O-].[Na+]. Product: [CH:43]1([CH2:46][C:47]([NH:1][C@@H:2]2[C:16](=[O:17])[N:15]3[CH2:18][C@H:19]([O:21][C:22]4[C:23]5[S:36][CH:35]=[CH:34][C:24]=5[N:25]=[C:26]([C:28]5[CH:33]=[CH:32][CH:31]=[CH:30][N:29]=5)[N:27]=4)[CH2:20][C@H:14]3[C:13](=[O:37])[NH:12][C@:11]3([C:39]([O:41][CH3:42])=[O:40])[CH2:38][C@H:10]3[CH:9]=[CH:8][CH2:7][CH2:6][CH2:5][CH2:4][CH2:3]2)=[O:48])[CH2:45][CH2:44]1. The catalyst class is: 566.